From a dataset of Forward reaction prediction with 1.9M reactions from USPTO patents (1976-2016). Predict the product of the given reaction. (1) Given the reactants [CH2:1]([O:3][C:4]1[C:13]2[C:8](=[CH:9][CH:10]=[C:11]([CH:14]=[C:15]3[S:19][C:18](SCC)=[N:17][C:16]3=[O:23])[CH:12]=2)[N:7]=[CH:6][C:5]=1[S:24]([CH3:27])(=[O:26])=[O:25])[CH3:2].N.C([N:32](C(C)C)CC)(C)C, predict the reaction product. The product is: [NH2:32][C:18]1[S:19]/[C:15](=[CH:14]\[C:11]2[CH:12]=[C:13]3[C:8](=[CH:9][CH:10]=2)[N:7]=[CH:6][C:5]([S:24]([CH3:27])(=[O:26])=[O:25])=[C:4]3[O:3][CH2:1][CH3:2])/[C:16](=[O:23])[N:17]=1. (2) Given the reactants [CH:1]1([C:4](Cl)=[O:5])[CH2:3][CH2:2]1.[F:7][C:8]1[CH:13]=[CH:12][C:11]([C:14]2[CH:15]=[CH:16][C:17]3[N:18]([C:20]([S:23][C:24]4[CH:33]=[CH:32][C:27]5[N:28]=[C:29]([NH2:31])[S:30][C:26]=5[CH:25]=4)=[CH:21][N:22]=3)[CH:19]=2)=[CH:10][CH:9]=1.N1C=CC=CC=1, predict the reaction product. The product is: [F:7][C:8]1[CH:13]=[CH:12][C:11]([C:14]2[CH:15]=[CH:16][C:17]3[N:18]([C:20]([S:23][C:24]4[CH:33]=[CH:32][C:27]5[N:28]=[C:29]([NH:31][C:4]([CH:1]6[CH2:3][CH2:2]6)=[O:5])[S:30][C:26]=5[CH:25]=4)=[CH:21][N:22]=3)[CH:19]=2)=[CH:10][CH:9]=1. (3) Given the reactants [CH:1]([C:3]1[NH:4][C:5]([C:10]#[N:11])=[C:6]([C:8]#[N:9])[N:7]=1)=[CH2:2].[CH2:12](N(CC)CC)[CH3:13].S(OCC)(OCC)(=O)=O, predict the reaction product. The product is: [CH2:12]([N:7]1[C:6]([C:8]#[N:9])=[C:5]([C:10]#[N:11])[N:4]=[C:3]1[CH:1]=[CH2:2])[CH3:13]. (4) Given the reactants [Cl:1][C:2]1[CH:7]=[C:6]([C:8]#[C:9][C:10]2[N:11]=[C:12]([CH3:15])[NH:13][CH:14]=2)[CH:5]=[CH:4][N:3]=1.[F:16][C:17]1[CH:18]=[C:19](B(O)O)[CH:20]=[CH:21][CH:22]=1, predict the reaction product. The product is: [Cl:1][C:2]1[CH:7]=[C:6]([C:8]#[C:9][C:10]2[N:11]=[C:12]([CH3:15])[N:13]([C:21]3[CH:20]=[CH:19][CH:18]=[C:17]([F:16])[CH:22]=3)[CH:14]=2)[CH:5]=[CH:4][N:3]=1. (5) The product is: [CH2:1]([O:3][C:4]([N:6]1[CH2:7][CH2:8][N:9]([C:12](=[O:34])[C@@H:13]([NH2:23])[CH2:14][CH2:15][C:16]([O:18][C:19]([CH3:21])([CH3:20])[CH3:22])=[O:17])[CH2:10][CH2:11]1)=[O:5])[CH3:2]. Given the reactants [CH2:1]([O:3][C:4]([N:6]1[CH2:11][CH2:10][N:9]([C:12](=[O:34])[C@@H:13]([NH:23]C(OCC2C=CC=CC=2)=O)[CH2:14][CH2:15][C:16]([O:18][C:19]([CH3:22])([CH3:21])[CH3:20])=[O:17])[CH2:8][CH2:7]1)=[O:5])[CH3:2], predict the reaction product. (6) The product is: [Cl:17][C:18]1[CH:19]=[C:20]([F:25])[C:21]([O:1][CH:2]2[CH2:3][CH2:4][N:5]([C:8]([O:10][C:11]([CH3:14])([CH3:13])[CH3:12])=[O:9])[CH2:6][CH2:7]2)=[N:22][CH:23]=1. Given the reactants [OH:1][CH:2]1[CH2:7][CH2:6][N:5]([C:8]([O:10][C:11]([CH3:14])([CH3:13])[CH3:12])=[O:9])[CH2:4][CH2:3]1.[H-].[Na+].[Cl:17][C:18]1[CH:19]=[C:20]([F:25])[C:21](F)=[N:22][CH:23]=1.O, predict the reaction product. (7) Given the reactants [NH:1]1[C:5]2[CH:6]=[CH:7][C:8]([C:10](O)=O)=[CH:9][C:4]=2[N:3]=[N:2]1.[NH2:13]C(N)=O.S(=O)(=O)(O)N, predict the reaction product. The product is: [NH:1]1[C:5]2[CH:6]=[CH:7][C:8]([C:10]#[N:13])=[CH:9][C:4]=2[N:3]=[N:2]1.